This data is from Reaction yield outcomes from USPTO patents with 853,638 reactions. The task is: Predict the reaction yield, written as a fraction of the theoretical maximum amount of product (1.0 means a 100% yield; for example, 0.34 means a 34% yield). The reactants are [NH2:1][C:2]1[C:7]([N+:8]([O-:10])=[O:9])=[C:6]([OH:11])[N:5]=[C:4]([O:12][CH2:13][CH2:14][CH2:15][CH3:16])[N:3]=1.N1C(C)=CC(C)=CC=1C.[S:26](Cl)([C:29]1[CH:35]=[CH:34][C:32]([CH3:33])=[CH:31][CH:30]=1)(=[O:28])=[O:27].O.C(#N)C. The catalyst is C(#N)C.CCCCCC.C(Cl)Cl.O. The product is [NH2:1][C:2]1[C:7]([N+:8]([O-:10])=[O:9])=[C:6]([O:11][S:26]([C:29]2[CH:35]=[CH:34][C:32]([CH3:33])=[CH:31][CH:30]=2)(=[O:28])=[O:27])[N:5]=[C:4]([O:12][CH2:13][CH2:14][CH2:15][CH3:16])[N:3]=1. The yield is 0.520.